Dataset: Forward reaction prediction with 1.9M reactions from USPTO patents (1976-2016). Task: Predict the product of the given reaction. (1) The product is: [C:23]([CH:20]1[CH2:21][CH2:22][CH:17]([O:16][C:11]2[CH:12]=[C:13]3[C:8](=[CH:9][CH:10]=2)[CH:7]=[C:6]([CH2:5][CH2:4][OH:3])[CH:15]=[CH:14]3)[CH2:18][CH2:19]1)([CH3:26])([CH3:24])[CH3:25]. Given the reactants C([O:3][C:4](=O)[CH2:5][C:6]1[CH:15]=[CH:14][C:13]2[C:8](=[CH:9][CH:10]=[C:11]([O:16][CH:17]3[CH2:22][CH2:21][CH:20]([C:23]([CH3:26])([CH3:25])[CH3:24])[CH2:19][CH2:18]3)[CH:12]=2)[CH:7]=1)C.[AlH4-].[Li+], predict the reaction product. (2) Given the reactants [F:1][C:2]1[CH:3]=[C:4]([CH:29]=[C:30]([N:32]2[CH2:37][CH2:36][O:35][CH2:34][CH2:33]2)[CH:31]=1)[C:5]([NH:7][C:8]1[C:17]2[C:12](=[CH:13][CH:14]=[CH:15][CH:16]=2)[C:11]([O:18][C:19]2[CH:24]=[CH:23][N:22]=[C:21](S(C)(=O)=O)[N:20]=2)=[CH:10][CH:9]=1)=[O:6].[C:38]([O:42][C:43]([N:45]1[CH2:50][CH2:49][NH:48][CH2:47][CH2:46]1)=[O:44])([CH3:41])([CH3:40])[CH3:39], predict the reaction product. The product is: [C:38]([O:42][C:43]([N:45]1[CH2:50][CH2:49][N:48]([C:21]2[N:20]=[C:19]([O:18][C:11]3[C:12]4[C:17](=[CH:16][CH:15]=[CH:14][CH:13]=4)[C:8]([NH:7][C:5](=[O:6])[C:4]4[CH:29]=[C:30]([N:32]5[CH2:37][CH2:36][O:35][CH2:34][CH2:33]5)[CH:31]=[C:2]([F:1])[CH:3]=4)=[CH:9][CH:10]=3)[CH:24]=[CH:23][N:22]=2)[CH2:47][CH2:46]1)=[O:44])([CH3:41])([CH3:39])[CH3:40]. (3) Given the reactants [Br:1][C:2]1[N:3]=[C:4]([NH:10][C:11]2[CH:12]=[N:13][C:14]([N:17]3[CH2:22][CH2:21][NH:20][CH2:19][CH2:18]3)=[CH:15][CH:16]=2)[C:5](=[O:9])[N:6]([CH3:8])[CH:7]=1.[O:23]1[CH2:26][C:25](=O)[CH2:24]1.[BH3-]C#N.[Na+], predict the reaction product. The product is: [Br:1][C:2]1[N:3]=[C:4]([NH:10][C:11]2[CH:12]=[N:13][C:14]([N:17]3[CH2:22][CH2:21][N:20]([CH:25]4[CH2:26][O:23][CH2:24]4)[CH2:19][CH2:18]3)=[CH:15][CH:16]=2)[C:5](=[O:9])[N:6]([CH3:8])[CH:7]=1. (4) Given the reactants [C:1]([O:5][C:6]([NH:8][C@H:9]([C:13]1[CH:18]=[CH:17][C:16]([OH:19])=[CH:15][CH:14]=1)[C:10]([OH:12])=[O:11])=[O:7])([CH3:4])([CH3:3])[CH3:2].[H-].[Na+].[CH3:22][C:23]1([CH3:34])[O:27][C@@H:26]([CH2:28]OS(C)(=O)=O)[CH2:25][O:24]1.Cl, predict the reaction product. The product is: [C:1]([O:5][C:6]([NH:8][C@H:9]([C:13]1[CH:18]=[CH:17][C:16]([O:19][CH2:28][C@H:26]2[CH2:25][O:24][C:23]([CH3:34])([CH3:22])[O:27]2)=[CH:15][CH:14]=1)[C:10]([OH:12])=[O:11])=[O:7])([CH3:4])([CH3:2])[CH3:3].